Predict the product of the given reaction. From a dataset of Forward reaction prediction with 1.9M reactions from USPTO patents (1976-2016). (1) Given the reactants [CH3:1][C:2](=[O:7])[CH2:3][CH2:4][CH2:5][CH3:6].CO[CH:10](OC)[N:11]([CH3:13])[CH3:12], predict the reaction product. The product is: [CH3:10][N:11]([CH:13]=[CH:1][C:2](=[O:7])[CH2:3][CH2:4][CH2:5][CH3:6])[CH3:12]. (2) Given the reactants [NH:1](C(OC(C)(C)C)=O)[C@H:2]([C:7]([N:9]1[CH2:23][CH2:22][CH2:21][C@@H:10]1[C:11]([O:13][CH2:14][C:15]1[CH:20]=[CH:19][CH:18]=[CH:17][CH:16]=1)=[O:12])=[O:8])[C@H:3]([CH2:5][CH3:6])[CH3:4].[C:31]([OH:37])([C:33]([F:36])([F:35])[F:34])=[O:32], predict the reaction product. The product is: [NH2:1][C@H:2]([C:7]([N:9]1[CH2:23][CH2:22][CH2:21][C@@H:10]1[C:11]([O:13][CH2:14][C:15]1[CH:16]=[CH:17][CH:18]=[CH:19][CH:20]=1)=[O:12])=[O:8])[C@H:3]([CH2:5][CH3:6])[CH3:4].[F:34][C:33]([C:31]([OH:37])=[O:32])([F:36])[F:35]. (3) Given the reactants [CH2:1]([N:8]1[C@H:12]([CH2:13][OH:14])[CH2:11][S:10][C:9]1=[O:15])[C:2]1[CH:7]=[CH:6][CH:5]=[CH:4][CH:3]=1.N1C=CC=CC=1.FC(F)(F)C(O)=O.C1(N=C=NC2CCCCC2)CCCCC1, predict the reaction product. The product is: [O:15]=[C:9]1[N:8]([CH2:1][C:2]2[CH:7]=[CH:6][CH:5]=[CH:4][CH:3]=2)[C@H:12]([CH:13]=[O:14])[CH2:11][S:10]1.